Dataset: Full USPTO retrosynthesis dataset with 1.9M reactions from patents (1976-2016). Task: Predict the reactants needed to synthesize the given product. (1) Given the product [C:1]([C:5]1[CH:10]=[CH:9][C:8]([C:11]([OH:15])=[O:13])=[C:7]([CH3:12])[CH:6]=1)([CH3:4])([CH3:3])[CH3:2], predict the reactants needed to synthesize it. The reactants are: [C:1]([C:5]1[CH:6]=[C:7]([CH3:12])[C:8]([CH3:11])=[CH:9][CH:10]=1)([CH3:4])([CH3:3])[CH3:2].[OH2:13].[Mn]([O-])(=O)(=O)=[O:15].[K+]. (2) Given the product [NH:1]1[C:9]2[C:4](=[CH:5][CH:6]=[CH:7][CH:8]=2)[CH:3]=[C:2]1[CH:17]=[O:18], predict the reactants needed to synthesize it. The reactants are: [NH:1]1[C:9]2[C:4](=[CH:5][CH:6]=[CH:7][CH:8]=2)[CH:3]=[CH:2]1.C[N+](C)=CCl.[Cl-].C(Cl)(=O)[C:17](Cl)=[O:18]. (3) Given the product [ClH:26].[O:19]([C:16]1[N:15]=[C:14]([C@H:10]2[CH2:11][CH2:12][CH2:13][NH:8][CH2:9]2)[O:18][N:17]=1)[C:20]1[CH:21]=[CH:22][CH:23]=[CH:24][CH:25]=1, predict the reactants needed to synthesize it. The reactants are: C(OC([N:8]1[CH2:13][CH2:12][CH2:11][C@H:10]([C:14]2[O:18][N:17]=[C:16]([O:19][C:20]3[CH:25]=[CH:24][CH:23]=[CH:22][CH:21]=3)[N:15]=2)[CH2:9]1)=O)(C)(C)C.[ClH:26]. (4) Given the product [NH2:34][C:30]1[CH:29]=[C:28]2[C:33](=[CH:32][CH:31]=1)[CH2:24][N:25]([C:9](=[O:11])[CH2:8][O:7][C:3]1[CH:2]=[N:1][CH:6]=[CH:5][CH:4]=1)[CH2:26][CH2:27]2, predict the reactants needed to synthesize it. The reactants are: [N:1]1[CH:6]=[CH:5][CH:4]=[C:3]([O:7][CH2:8][C:9]([OH:11])=O)[CH:2]=1.C(N1C=CN=C1)(N1C=CN=C1)=O.[CH2:24]1[C:33]2[C:28](=[CH:29][C:30]([NH2:34])=[CH:31][CH:32]=2)[CH2:27][CH2:26][NH:25]1. (5) Given the product [C:1]([NH:5][C:6](=[O:35])[C:7]1[CH:12]=[CH:11][CH:10]=[C:9]([O:13][C:14]2[CH:19]=[CH:18][C:17]([NH:20][C:21]3[C:31]4[CH:30]=[C:29]([CH2:32][N:42]5[CH2:43][CH2:44][CH:39]([O:38][CH3:37])[CH2:40][CH2:41]5)[CH2:28][CH2:27][NH:26][C:25]=4[N:24]=[CH:23][N:22]=3)=[CH:16][C:15]=2[Cl:34])[CH:8]=1)([CH3:4])([CH3:2])[CH3:3], predict the reactants needed to synthesize it. The reactants are: [C:1]([NH:5][C:6](=[O:35])[C:7]1[CH:12]=[CH:11][CH:10]=[C:9]([O:13][C:14]2[CH:19]=[CH:18][C:17]([NH:20][C:21]3[C:31]4[CH:30]=[C:29]([CH:32]=O)[CH2:28][CH2:27][NH:26][C:25]=4[N:24]=[CH:23][N:22]=3)=[CH:16][C:15]=2[Cl:34])[CH:8]=1)([CH3:4])([CH3:3])[CH3:2].Cl.[CH3:37][O:38][CH:39]1[CH2:44][CH2:43][NH:42][CH2:41][CH2:40]1.C(N(CC)CC)C.C(O[BH-](OC(=O)C)OC(=O)C)(=O)C.[Na+]. (6) Given the product [C:38]([C:39]1[CH:46]=[CH:45][C:10]([CH2:9][NH:8][C:6]([N:3]2[CH2:2][CH2:1][CH:20]([C:14]3[CH:15]=[CH:16][CH:17]=[CH:18][CH:19]=3)[CH2:4]2)=[O:7])=[CH:41][CH:40]=1)#[N:37], predict the reactants needed to synthesize it. The reactants are: [CH:1]1N=[CH:4][N:3]([C:6]([N:8]2C=N[CH:10]=[CH:9]2)=[O:7])[CH:2]=1.Cl.[C:14]1([CH:20]2CCNC2)[CH:19]=[CH:18][CH:17]=[CH:16][CH:15]=1.CCN(C(C)C)C(C)C.IC.Cl.[NH2:37][CH2:38][C:39]1[CH:46]=[CH:45]C(C#N)=[CH:41][CH:40]=1.